From a dataset of Catalyst prediction with 721,799 reactions and 888 catalyst types from USPTO. Predict which catalyst facilitates the given reaction. (1) Reactant: [Cl:1][C:2]1[N:7]=[CH:6][C:5]([O:8][CH2:9][CH:10]2[CH2:15][CH2:14][N:13](C(OC(C)(C)C)=O)[CH2:12][CH2:11]2)=[CH:4][CH:3]=1.Cl. Product: [ClH:1].[Cl:1][C:2]1[CH:3]=[CH:4][C:5]([O:8][CH2:9][CH:10]2[CH2:15][CH2:14][NH:13][CH2:12][CH2:11]2)=[CH:6][N:7]=1. The catalyst class is: 2. (2) The catalyst class is: 4. Reactant: C(C1C(=O)C(Cl)=C(Cl)C(=O)C=1C#N)#N.[CH3:15][O:16][C:17](=[O:47])[CH2:18][O:19][C:20]1[CH:21]=[C:22]2[C:26](=[CH:27][CH:28]=1)[N:25]([CH2:29][CH2:30][C:31]1[S:35][C:34]([C:36]3[CH:41]=[CH:40][C:39]([C:42]([F:45])([F:44])[F:43])=[CH:38][CH:37]=3)=[N:33][C:32]=1[CH3:46])[CH2:24][CH2:23]2. Product: [CH3:15][O:16][C:17](=[O:47])[CH2:18][O:19][C:20]1[CH:21]=[C:22]2[C:26](=[CH:27][CH:28]=1)[N:25]([CH2:29][CH2:30][C:31]1[S:35][C:34]([C:36]3[CH:41]=[CH:40][C:39]([C:42]([F:45])([F:44])[F:43])=[CH:38][CH:37]=3)=[N:33][C:32]=1[CH3:46])[CH:24]=[CH:23]2. (3) Reactant: [CH2:1]([N:5]([CH2:16][CH2:17][CH3:18])[C:6](=[O:15])[O:7][CH2:8][C:9]1[CH:14]=[CH:13][CH:12]=[CH:11][CH:10]=1)/[CH:2]=[CH:3]/[CH3:4].[CH2:19]([Zn]CC)C.ICI. Product: [CH3:4][CH:3]1[CH2:19][CH:2]1[CH2:1][N:5]([CH2:16][CH2:17][CH3:18])[C:6](=[O:15])[O:7][CH2:8][C:9]1[CH:10]=[CH:11][CH:12]=[CH:13][CH:14]=1. The catalyst class is: 2. (4) Reactant: CN(C)[CH:3]=[O:4].P(Cl)(Cl)(Cl)=O.C[O:12][C:13]([CH2:15][CH2:16][C:17]1[C:21]([CH3:22])=[CH:20][NH:19][CH:18]=1)=[O:14]. Product: [C:13]([CH2:15][CH2:16][C:17]1[C:21]([CH3:22])=[C:20]([CH:3]=[O:4])[NH:19][CH:18]=1)([OH:12])=[O:14]. The catalyst class is: 68. (5) Reactant: [OH-].[Na+].[CH2:3]([S:6][C:7]1[N:12]=[C:11]([S:13][CH2:14][CH2:15][CH3:16])[C:10]([C:17]([O:19]CC)=[O:18])=[CH:9][N:8]=1)[CH2:4][CH3:5]. Product: [CH2:3]([S:6][C:7]1[N:12]=[C:11]([S:13][CH2:14][CH2:15][CH3:16])[C:10]([C:17]([OH:19])=[O:18])=[CH:9][N:8]=1)[CH2:4][CH3:5]. The catalyst class is: 5.